This data is from Forward reaction prediction with 1.9M reactions from USPTO patents (1976-2016). The task is: Predict the product of the given reaction. Given the reactants [CH3:1][O:2][C:3](=[O:13])[CH2:4][C:5]1[CH:10]=[C:9]([OH:11])[CH:8]=[C:7]([OH:12])[CH:6]=1.C(=O)([O-])[O-].[K+].[K+].I[CH2:21][CH2:22][CH2:23][CH3:24], predict the reaction product. The product is: [CH3:1][O:2][C:3](=[O:13])[CH2:4][C:5]1[CH:10]=[C:9]([OH:11])[CH:8]=[C:7]([O:12][CH2:21][CH2:22][CH2:23][CH3:24])[CH:6]=1.